From a dataset of Forward reaction prediction with 1.9M reactions from USPTO patents (1976-2016). Predict the product of the given reaction. Given the reactants [N:1]1[CH:6]=[CH:5][N:4]=[CH:3][C:2]=1[CH2:7][CH2:8][CH2:9][N:10]1C(=O)C2=CC=CC=C2C1=O.NN, predict the reaction product. The product is: [NH2:10][CH2:9][CH2:8][CH2:7][C:2]1[CH:3]=[N:4][CH:5]=[CH:6][N:1]=1.